This data is from Full USPTO retrosynthesis dataset with 1.9M reactions from patents (1976-2016). The task is: Predict the reactants needed to synthesize the given product. (1) Given the product [CH3:1][C:2]1[CH:7]=[C:6]([CH3:8])[NH:5][C:4](=[O:9])[C:3]=1[CH2:10][NH:11][C:12](=[O:37])[C:13]1[CH:18]=[C:17]([C:19]#[C:20][CH:21]2[CH2:26][CH2:25][N:24]([CH2:40][CH3:41])[CH2:23][CH2:22]2)[CH:16]=[C:15]([N:27]([CH2:34][CH3:35])[CH:28]2[CH2:33][CH2:32][O:31][CH2:30][CH2:29]2)[C:14]=1[CH3:36], predict the reactants needed to synthesize it. The reactants are: [CH3:1][C:2]1[CH:7]=[C:6]([CH3:8])[NH:5][C:4](=[O:9])[C:3]=1[CH2:10][NH:11][C:12](=[O:37])[C:13]1[CH:18]=[C:17]([C:19]#[C:20][CH:21]2[CH2:26][CH2:25][NH:24][CH2:23][CH2:22]2)[CH:16]=[C:15]([N:27]([CH2:34][CH3:35])[CH:28]2[CH2:33][CH2:32][O:31][CH2:30][CH2:29]2)[C:14]=1[CH3:36].CO.[CH:40](=O)[CH3:41].[Na]. (2) Given the product [NH2:19][C:11]1[CH:10]=[C:9]([CH:14]=[CH:13][C:12]=1[O:15][CH:16]1[CH2:17][CH2:18]1)[C:8]([NH:7][C:4]1[CH:3]=[CH:2][C:1]([C:23]2[CH:28]=[CH:27][CH:26]=[CH:25][CH:24]=2)=[CH:6][CH:5]=1)=[O:22], predict the reactants needed to synthesize it. The reactants are: [C:1]1([C:23]2[CH:28]=[CH:27][CH:26]=[CH:25][CH:24]=2)[CH:6]=[CH:5][C:4]([NH:7][C:8](=[O:22])[C:9]2[CH:14]=[CH:13][C:12]([O:15][CH:16]3[CH2:18][CH2:17]3)=[C:11]([N+:19]([O-])=O)[CH:10]=2)=[CH:3][CH:2]=1.